Dataset: Forward reaction prediction with 1.9M reactions from USPTO patents (1976-2016). Task: Predict the product of the given reaction. (1) Given the reactants [Cl:1][C:2]1[CH:7]=[CH:6][C:5]([C:8]2([N:14]3[CH2:19][CH2:18][N:17](C(OC(C)(C)C)=O)[C@H:16]([CH3:27])[CH2:15]3)[CH2:13][CH2:12][CH2:11][CH2:10][CH2:9]2)=[CH:4][CH:3]=1.Cl.O1CCOCC1, predict the reaction product. The product is: [Cl:1][C:2]1[CH:7]=[CH:6][C:5]([C:8]2([N:14]3[CH2:19][CH2:18][NH:17][C@H:16]([CH3:27])[CH2:15]3)[CH2:13][CH2:12][CH2:11][CH2:10][CH2:9]2)=[CH:4][CH:3]=1. (2) Given the reactants [F:1][C:2]1[C:3]([N:9]=[CH:10][N:11]([CH3:13])[CH3:12])=[N:4][C:5]([OH:8])=[N:6][CH:7]=1.[CH2:14]([N:17]=[C:18]=[O:19])[CH2:15][CH3:16], predict the reaction product. The product is: [CH2:14]([NH:17][C:18]([N:6]1[CH:7]=[C:2]([F:1])[C:3]([N:9]=[CH:10][N:11]([CH3:13])[CH3:12])=[N:4][C:5]1=[O:8])=[O:19])[CH2:15][CH3:16]. (3) Given the reactants [Cl:1][C:2]1[S:10][C:9]2[S:8](=[O:12])(=[O:11])[NH:7][CH2:6][CH:5]([OH:13])[C:4]=2[CH:3]=1.[H-].[Na+].[Br:16][CH2:17][CH2:18][CH2:19][CH2:20]Br, predict the reaction product. The product is: [Cl:1][C:2]1[S:10][C:9]2[S:8](=[O:11])(=[O:12])[N:7]([CH2:20][CH2:19][CH2:18][CH2:17][Br:16])[CH2:6][CH:5]([OH:13])[C:4]=2[CH:3]=1. (4) Given the reactants [CH3:1][C:2]([NH:4][C@H:5]([C:8]([NH:10][CH2:11][CH2:12][S:13][C:14]([CH3:16])=[O:15])=[O:9])[CH2:6][SH:7])=[O:3].N[C@H](C(O)=O)CS.C(N[C@H](C(O)=O)CS[C:31]([C:44]1[CH:49]=[CH:48][CH:47]=[CH:46][CH:45]=1)([C:38]1[CH:43]=[CH:42][CH:41]=[CH:40][CH:39]=1)[C:32]1[CH:37]=[CH:36][CH:35]=[CH:34][CH:33]=1)(=O)C.Cl.C(SCCN)(=O)C, predict the reaction product. The product is: [C:2]([NH:4][C@H:5]([C:8]([NH:10][CH2:11][CH2:12][S:13][C:14](=[O:15])[CH3:16])=[O:9])[CH2:6][S:7][C:31]([C:32]1[CH:37]=[CH:36][CH:35]=[CH:34][CH:33]=1)([C:44]1[CH:45]=[CH:46][CH:47]=[CH:48][CH:49]=1)[C:38]1[CH:39]=[CH:40][CH:41]=[CH:42][CH:43]=1)(=[O:3])[CH3:1]. (5) Given the reactants C([N:8](CC1C=CC=CC=1)[C@H:9]1[CH2:14][CH2:13][C@@H:12]([N:15]2[CH2:20][CH2:19][N:18]([CH2:21][CH:22]3[CH2:24][CH2:23]3)[CH2:17][CH2:16]2)[CH2:11][CH2:10]1)C1C=CC=CC=1.C(O)(=O)C.[H][H].[O-2].[Al+3].[O-2].[O-2].[Al+3], predict the reaction product. The product is: [CH:22]1([CH2:21][N:18]2[CH2:19][CH2:20][N:15]([C@@H:12]3[CH2:13][CH2:14][C@H:9]([NH2:8])[CH2:10][CH2:11]3)[CH2:16][CH2:17]2)[CH2:23][CH2:24]1. (6) Given the reactants F[C:2]1[N:7]=[CH:6][C:5]([C:8]2[CH:9]=[CH:10][C:11]3[N:12]([C:14]([CH2:17][O:18][C:19]4[C:28]5[C:23](=[CH:24][C:25]([O:29][CH3:30])=[CH:26][CH:27]=5)[N:22]=[CH:21][CH:20]=4)=[N:15][N:16]=3)[N:13]=2)=[CH:4][CH:3]=1.Cl.C(N(CC)CC)C.[O:39]1CCOCC1, predict the reaction product. The product is: [CH3:30][O:29][C:25]1[CH:24]=[C:23]2[C:28]([C:19]([O:18][CH2:17][C:14]3[N:12]4[N:13]=[C:8]([C:5]5[CH:4]=[CH:3][C:2](=[O:39])[NH:7][CH:6]=5)[CH:9]=[CH:10][C:11]4=[N:16][N:15]=3)=[CH:20][CH:21]=[N:22]2)=[CH:27][CH:26]=1.